This data is from Full USPTO retrosynthesis dataset with 1.9M reactions from patents (1976-2016). The task is: Predict the reactants needed to synthesize the given product. (1) Given the product [CH3:35][C:36]1([CH3:44])[C@H:41]([C:40]2[N:16]([CH2:15][C:14]3[CH:13]=[CH:12][C:11]([CH3:10])=[CH:34][CH:33]=3)[C:17]3[CH:22]=[C:21]([O:23][CH2:24][C:25]4[CH:30]=[CH:29][C:28]([CH3:31])=[CH:27][N:26]=4)[CH:20]=[CH:19][C:18]=3[N:32]=2)[C@@H:37]1[C:38]([OH:43])=[O:39], predict the reactants needed to synthesize it. The reactants are: CC1C=CC(CN)=CC=1.[CH3:10][C:11]1[CH:34]=[CH:33][C:14]([CH2:15][NH:16][C:17]2[C:18]([NH2:32])=[CH:19][CH:20]=[C:21]([O:23][CH2:24][C:25]3[CH:30]=[CH:29][C:28]([CH3:31])=[CH:27][N:26]=3)[CH:22]=2)=[CH:13][CH:12]=1.[CH3:35][C:36]1([CH3:44])[C@@H:41]2[C@H:37]1[C:38](=[O:43])[O:39][C:40]2=O. (2) The reactants are: [NH2:1][C:2]1[NH:3][C@@H:4]([C:13]2[CH:18]=[CH:17][C:16]([F:19])=[CH:15][CH:14]=2)[CH2:5][CH2:6][C:7]=1[C:8]([O:10][CH2:11][CH3:12])=[O:9].CCN(C(C)C)C(C)C.[C:29]1([NH:35][C:36](=O)[O:37]C2C=CC=CC=2)[CH:34]=[CH:33][CH:32]=[CH:31][CH:30]=1. Given the product [F:19][C:16]1[CH:15]=[CH:14][C:13]([C@@H:4]2[NH:3][C:2]([NH:1][C:36](=[O:37])[NH:35][C:29]3[CH:34]=[CH:33][CH:32]=[CH:31][CH:30]=3)=[C:7]([C:8]([O:10][CH2:11][CH3:12])=[O:9])[CH2:6][CH2:5]2)=[CH:18][CH:17]=1, predict the reactants needed to synthesize it.